This data is from Reaction yield outcomes from USPTO patents with 853,638 reactions. The task is: Predict the reaction yield, written as a fraction of the theoretical maximum amount of product (1.0 means a 100% yield; for example, 0.34 means a 34% yield). (1) The reactants are [C:1]([C:4]1[CH:5]=[C:6]2[C:10](=[CH:11][CH:12]=1)[NH:9][C:8](=[O:13])[CH2:7]2)(=O)[CH3:2].C([SiH](CC)CC)C. The catalyst is FC(F)(F)C(O)=O. The product is [CH2:1]([C:4]1[CH:5]=[C:6]2[C:10](=[CH:11][CH:12]=1)[NH:9][C:8](=[O:13])[CH2:7]2)[CH3:2]. The yield is 0.710. (2) The reactants are [C:1]([O:5][C:6](=[O:15])[CH2:7]/[N:8]=[CH:9]/[CH2:10][C:11]([CH3:14])([CH3:13])[CH3:12])([CH3:4])([CH3:3])[CH3:2].[Cl:16][C:17]1[C:18]([F:35])=[C:19](/[CH:23]=[C:24](/[C:27]2[CH:32]=[CH:31][C:30]([Cl:33])=[CH:29][C:28]=2[Cl:34])\[C:25]#[N:26])[CH:20]=[CH:21][CH:22]=1.C(N(CC)CC)C. The catalyst is ClCCl. The product is [C:1]([O:5][C:6]([CH:7]1[CH:23]([C:19]2[CH:20]=[CH:21][CH:22]=[C:17]([Cl:16])[C:18]=2[F:35])[C:24]([C:25]#[N:26])([C:27]2[CH:32]=[CH:31][C:30]([Cl:33])=[CH:29][C:28]=2[Cl:34])[CH:9]([CH2:10][C:11]([CH3:14])([CH3:13])[CH3:12])[NH:8]1)=[O:15])([CH3:4])([CH3:3])[CH3:2]. The yield is 0.660. (3) The reactants are CC(C[AlH]CC(C)C)C.[C:10]1([C:16]2[S:20][C:19]3=[N:21][C:22]([CH2:24][C:25](OCC)=[O:26])=[CH:23][N:18]3[CH:17]=2)[CH:15]=[CH:14][CH:13]=[CH:12][CH:11]=1. The catalyst is C(Cl)Cl.O. The product is [C:10]1([C:16]2[S:20][C:19]3=[N:21][C:22]([CH2:24][CH2:25][OH:26])=[CH:23][N:18]3[CH:17]=2)[CH:11]=[CH:12][CH:13]=[CH:14][CH:15]=1. The yield is 0.380. (4) The reactants are [CH3:1][C:2]1[CH:3]=[N:4][CH:5]=[C:6]([C:8]2[N:9]([C:18]3[CH:23]=[CH:22][C:21]([S:24]([CH3:27])(=[O:26])=[O:25])=[CH:20][CH:19]=3)[CH2:10][C:11](O)([C:13]([F:16])([F:15])[F:14])[N:12]=2)[CH:7]=1.O.C1(C)C=CC(S(O)(=O)=O)=CC=1. The catalyst is C1(C)C=CC=CC=1. The product is [CH3:1][C:2]1[CH:3]=[N:4][CH:5]=[C:6]([C:8]2[N:9]([C:18]3[CH:23]=[CH:22][C:21]([S:24]([CH3:27])(=[O:26])=[O:25])=[CH:20][CH:19]=3)[CH:10]=[C:11]([C:13]([F:15])([F:16])[F:14])[N:12]=2)[CH:7]=1. The yield is 0.470. (5) The reactants are [O-:1][CH2:2][CH3:3].[Na+].[Cl:5][C:6]1[CH:7]=[CH:8][C:9]2[N:10]=[C:11]([NH2:21])[N:12]=[C:13](N3C=NC=N3)[C:14]=2[N:15]=1. The catalyst is C1COCC1. The product is [Cl:5][C:6]1[CH:7]=[CH:8][C:9]2[N:10]=[C:11]([NH2:21])[N:12]=[C:13]([O:1][CH2:2][CH3:3])[C:14]=2[N:15]=1. The yield is 0.790. (6) The reactants are P(Br)(Br)[Br:2].[CH3:5][N:6]1[C:10]([CH2:11]O)=[CH:9][C:8]([C:13]2[CH:18]=[CH:17][C:16]([O:19][C:20]([F:23])([F:22])[F:21])=[CH:15][CH:14]=2)=[N:7]1. The catalyst is CCOCC. The product is [Br:2][CH2:11][C:10]1[N:6]([CH3:5])[N:7]=[C:8]([C:13]2[CH:18]=[CH:17][C:16]([O:19][C:20]([F:23])([F:22])[F:21])=[CH:15][CH:14]=2)[CH:9]=1. The yield is 0.850. (7) The reactants are [Cl:1][C:2]1[C:3]([F:45])=[C:4]([C@@H:8]2[C@:12]([C:15]3[CH:20]=[CH:19][C:18]([Cl:21])=[CH:17][C:16]=3[F:22])([C:13]#[N:14])[C@H:11]([CH2:23][C:24]([CH3:27])([CH3:26])[CH3:25])[NH:10][C@H:9]2[C:28](NC2C=CC(C(O)=O)=CC=2OC(F)(F)F)=[O:29])[CH:5]=[CH:6][CH:7]=1.[N:46]([C:49]1[CH:54]=[CH:53][CH:52]=[CH:51][CH:50]=1)=[C:47]=[O:48]. The catalyst is C(Cl)Cl. The product is [Cl:1][C:2]1[C:3]([F:45])=[C:4]([C@H:8]2[C@H:9]3[N:10]([C:47](=[O:48])[N:46]([C:49]4[CH:54]=[CH:53][CH:52]=[CH:51][CH:50]=4)[C:28]3=[O:29])[C@@H:11]([CH2:23][C:24]([CH3:27])([CH3:25])[CH3:26])[C@@:12]2([C:15]2[CH:20]=[CH:19][C:18]([Cl:21])=[CH:17][C:16]=2[F:22])[C:13]#[N:14])[CH:5]=[CH:6][CH:7]=1. The yield is 0.239.